Predict the reactants needed to synthesize the given product. From a dataset of Full USPTO retrosynthesis dataset with 1.9M reactions from patents (1976-2016). (1) Given the product [F:13][C:14]1[CH:15]=[C:16]([CH:17]([C:8]2[C:7]([F:6])=[CH:12][CH:11]=[CH:10][N:9]=2)[OH:18])[CH:19]=[CH:20][CH:21]=1, predict the reactants needed to synthesize it. The reactants are: C([Li])CCC.[F:6][C:7]1[CH:8]=[N:9][CH:10]=[CH:11][CH:12]=1.[F:13][C:14]1[CH:15]=[C:16]([CH:19]=[CH:20][CH:21]=1)[CH:17]=[O:18].[Cl-].[NH4+]. (2) The reactants are: [Si]([O:8][CH2:9][C:10]1[N:15]=[C:14]([O:16][CH:17]2[CH2:22][CH2:21][N:20]([C:23]([O:25][C:26]([CH3:29])([CH3:28])[CH3:27])=[O:24])[CH2:19][CH2:18]2)[CH:13]=[CH:12][CH:11]=1)(C(C)(C)C)(C)C.[F-].C([N+](CCCC)(CCCC)CCCC)CCC. Given the product [OH:8][CH2:9][C:10]1[N:15]=[C:14]([O:16][CH:17]2[CH2:18][CH2:19][N:20]([C:23]([O:25][C:26]([CH3:29])([CH3:28])[CH3:27])=[O:24])[CH2:21][CH2:22]2)[CH:13]=[CH:12][CH:11]=1, predict the reactants needed to synthesize it. (3) Given the product [NH:29]1[CH:28]=[CH:27][N:26]=[C:25]1[CH2:24][N:16]([CH2:15][C:12]1[CH:13]=[CH:14][C:9]([CH2:8][NH:7][CH2:30][CH2:31][CH2:32][CH2:33][N:34]([CH2:35][CH2:36][CH3:37])[CH2:38][CH2:39][CH3:40])=[CH:10][CH:11]=1)[CH2:17][C:18]1[N:19]([CH3:23])[CH:20]=[CH:21][N:22]=1, predict the reactants needed to synthesize it. The reactants are: C(OC(=O)[N:7]([CH2:30][CH2:31][CH2:32][CH2:33][N:34]([CH2:38][CH2:39][CH3:40])[CH2:35][CH2:36][CH3:37])[CH2:8][C:9]1[CH:14]=[CH:13][C:12]([CH2:15][N:16]([CH2:24][C:25]2[NH:26][CH:27]=[CH:28][N:29]=2)[CH2:17][C:18]2[N:19]([CH3:23])[CH:20]=[CH:21][N:22]=2)=[CH:11][CH:10]=1)(C)(C)C.Cl.O1CCOCC1.